Dataset: Full USPTO retrosynthesis dataset with 1.9M reactions from patents (1976-2016). Task: Predict the reactants needed to synthesize the given product. (1) Given the product [C:37]([NH:36][C:33]1[CH:34]=[CH:35][C:30]([CH:26]([OH:25])[CH2:27][N:28]([CH2:20][C:18]2[S:19][C:12]3[C:11](=[O:22])[C:10]([C:8]([NH:7][CH2:6][C:5]4[CH:23]=[CH:24][C:2]([Cl:1])=[CH:3][CH:4]=4)=[O:9])=[CH:15][N:14]([CH3:16])[C:13]=3[CH:17]=2)[CH3:29])=[CH:31][CH:32]=1)(=[O:39])[CH3:38], predict the reactants needed to synthesize it. The reactants are: [Cl:1][C:2]1[CH:24]=[CH:23][C:5]([CH2:6][NH:7][C:8]([C:10]2[C:11](=[O:22])[C:12]3[S:19][C:18]([CH2:20]Cl)=[CH:17][C:13]=3[N:14]([CH3:16])[CH:15]=2)=[O:9])=[CH:4][CH:3]=1.[OH:25][CH:26]([C:30]1[CH:35]=[CH:34][C:33]([NH:36][C:37](=[O:39])[CH3:38])=[CH:32][CH:31]=1)[CH2:27][NH:28][CH3:29].C(N(C(C)C)CC)(C)C. (2) The reactants are: C([N:8]1[CH:13]=[CH:12][C:11](=O)[C:10]2[C:15]([C:24]3[CH:29]=[CH:28][C:27]([CH2:30][CH3:31])=[CH:26][CH:25]=3)=[C:16]([C:18]3[CH:23]=[CH:22][CH:21]=[CH:20][CH:19]=3)[O:17][C:9]1=2)C1C=CC=CC=1.CN(C=O)C.C(Cl)(=O)C([Cl:40])=O. Given the product [Cl:40][C:11]1[CH:12]=[CH:13][N:8]=[C:9]2[O:17][C:16]([C:18]3[CH:19]=[CH:20][CH:21]=[CH:22][CH:23]=3)=[C:15]([C:24]3[CH:25]=[CH:26][C:27]([CH2:30][CH3:31])=[CH:28][CH:29]=3)[C:10]=12, predict the reactants needed to synthesize it. (3) Given the product [Br:8][CH2:9][C:10]([NH:1][C:2]1[CH:7]=[N:6][CH:5]=[CH:4][N:3]=1)=[O:11], predict the reactants needed to synthesize it. The reactants are: [NH2:1][C:2]1[CH:7]=[N:6][CH:5]=[CH:4][N:3]=1.[Br:8][CH2:9][C:10](O[C:10](=[O:11])[CH2:9][Br:8])=[O:11]. (4) Given the product [Br:20][C:18]1[N:19]=[C:14]([O:12][CH:10]([C:3]2[C:4]([Cl:9])=[CH:5][CH:6]=[C:7]([F:8])[C:2]=2[Cl:1])[CH3:11])[C:15]([NH2:21])=[N:16][CH:17]=1, predict the reactants needed to synthesize it. The reactants are: [Cl:1][C:2]1[C:7]([F:8])=[CH:6][CH:5]=[C:4]([Cl:9])[C:3]=1[CH:10]([OH:12])[CH3:11].Br[C:14]1[C:15]([NH2:21])=[N:16][CH:17]=[C:18]([Br:20])[N:19]=1. (5) The reactants are: [C:1]([C:4]1[N:9]=[C:8]([C:10]([O:12][CH3:13])=[O:11])[C:7]([Cl:14])=[C:6]([NH2:15])[C:5]=1[F:16])(=[O:3])[CH3:2].[BH4-].[Na+]. Given the product [NH2:15][C:6]1[C:5]([F:16])=[C:4]([CH:1]([OH:3])[CH3:2])[N:9]=[C:8]([C:10]([O:12][CH3:13])=[O:11])[C:7]=1[Cl:14], predict the reactants needed to synthesize it. (6) Given the product [OH:3][CH2:4][C:6]1[CH:7]=[C:8]2[C:13](=[CH:14][CH:15]=1)[N:12]=[CH:11][C:10]([C:16]#[N:17])=[C:9]2[C:18]1[CH:19]=[N:20][CH:21]=[CH:22][CH:23]=1, predict the reactants needed to synthesize it. The reactants are: C([O:3][C:4]([C:6]1[CH:7]=[C:8]2[C:13](=[CH:14][CH:15]=1)[N:12]=[CH:11][C:10]([C:16]#[N:17])=[C:9]2[C:18]1[CH:19]=[N:20][CH:21]=[CH:22][CH:23]=1)=O)C.[H-]. (7) Given the product [Cl:1][C:2]1[CH:29]=[CH:28][C:5]([CH2:6][N:7]2[C:12](=[N:34][C:33]3[CH:35]=[CH:36][C:37]([O:38][CH:39]([CH3:41])[CH3:40])=[C:31]([F:30])[CH:32]=3)[NH:11][C:10](=[O:16])[N:9]([CH2:17][C:18](=[N:19][O:20][CH2:21][CH3:42])[C:22]([O:24][CH2:25][CH3:26])=[O:23])[C:8]2=[O:27])=[CH:4][CH:3]=1, predict the reactants needed to synthesize it. The reactants are: [Cl:1][C:2]1[CH:29]=[CH:28][C:5]([CH2:6][N:7]2[C:12](SCC)=[N:11][C:10](=[O:16])[N:9]([CH2:17][C:18]([C:22]([O:24][CH2:25][CH3:26])=[O:23])=[N:19][O:20][CH3:21])[C:8]2=[O:27])=[CH:4][CH:3]=1.[F:30][C:31]1[CH:32]=[C:33]([CH:35]=[CH:36][C:37]=1[O:38][CH:39]([CH3:41])[CH3:40])[NH2:34].[C:42](O)(=O)C.C(=O)(O)[O-].[Na+]. (8) Given the product [CH3:44][O:45][CH2:46][CH2:47][CH2:48][O:49][C:50]1[CH:55]=[C:54]([CH:53]=[CH:52][C:51]=1[O:63][CH3:64])[CH2:56][C@H:57]([CH:58]([CH3:59])[CH3:60])[CH2:61][CH:7]([N:8]=[C:9]([C:10]1[CH:11]=[CH:12][CH:13]=[CH:14][CH:15]=1)[C:16]1[CH:17]=[CH:18][CH:19]=[CH:20][CH:21]=1)[C:6]([O:5][C:1]([CH3:4])([CH3:2])[CH3:3])=[O:22], predict the reactants needed to synthesize it. The reactants are: [C:1]([O:5][C:6](=[O:22])[CH2:7][N:8]=[C:9]([C:16]1[CH:21]=[CH:20][CH:19]=[CH:18][CH:17]=1)[C:10]1[CH:15]=[CH:14][CH:13]=[CH:12][CH:11]=1)([CH3:4])([CH3:3])[CH3:2].CN(P(N(C)C)(N(C)C)=O)C.[Li+].C[Si]([N-][Si](C)(C)C)(C)C.[CH3:44][O:45][CH2:46][CH2:47][CH2:48][O:49][C:50]1[CH:55]=[C:54]([CH2:56][C@@H:57]([CH2:61]I)[CH:58]([CH3:60])[CH3:59])[CH:53]=[CH:52][C:51]=1[O:63][CH3:64]. (9) Given the product [CH3:1][O:2][C:3]([C@@H:5]1[CH2:18][C@H:17]([O:19][C:29](=[O:36])[C:30]2[CH:35]=[CH:34][CH:33]=[CH:32][CH:31]=2)[C:16](=[O:20])[C@H:15]2[C@@:6]1([CH3:28])[CH2:7][CH2:8][C@@H:9]1[C@:14]2([CH3:21])[CH2:13][C@@H:12]([C:22]2[CH:26]=[CH:25][O:24][CH:23]=2)[O:11][C:10]1=[O:27])=[O:4], predict the reactants needed to synthesize it. The reactants are: [CH3:1][O:2][C:3]([C@@H:5]1[CH2:18][C@H:17]([OH:19])[C:16](=[O:20])[C@H:15]2[C@@:6]1([CH3:28])[CH2:7][CH2:8][C@H:9]1[C@:14]2([CH3:21])[CH2:13][C@@H:12]([C:22]2[CH:26]=[CH:25][O:24][CH:23]=2)[O:11][C:10]1=[O:27])=[O:4].[C:29](O)(=[O:36])[C:30]1[CH:35]=[CH:34][CH:33]=[CH:32][CH:31]=1. (10) Given the product [Br:1][C:2]1[C:3]([NH:9][CH:10]2[CH2:15][CH2:14][N:13]([CH2:16][C:17]3[CH:22]=[CH:21][CH:20]=[CH:19][CH:18]=3)[CH2:12][CH2:11]2)=[N:4][C:5]([NH:23][CH2:24][C:25]2[CH:30]=[CH:29][N:28]=[CH:27][CH:26]=2)=[N:6][CH:7]=1, predict the reactants needed to synthesize it. The reactants are: [Br:1][C:2]1[C:3]([NH:9][CH:10]2[CH2:15][CH2:14][N:13]([CH2:16][C:17]3[CH:22]=[CH:21][CH:20]=[CH:19][CH:18]=3)[CH2:12][CH2:11]2)=[N:4][C:5](Cl)=[N:6][CH:7]=1.[NH2:23][CH2:24][C:25]1[CH:30]=[CH:29][N:28]=[CH:27][CH:26]=1.